Dataset: Full USPTO retrosynthesis dataset with 1.9M reactions from patents (1976-2016). Task: Predict the reactants needed to synthesize the given product. (1) Given the product [F:18][C:19]1[CH:24]=[CH:23][C:22]([N:25]([CH2:26][CH:27]([CH3:29])[CH3:28])[S:8]([C:5]2[CH:4]=[CH:3][C:2]([Br:1])=[CH:7][N:6]=2)(=[O:10])=[O:9])=[CH:21][CH:20]=1, predict the reactants needed to synthesize it. The reactants are: [Br:1][C:2]1[CH:3]=[CH:4][C:5]([S:8](Cl)(=[O:10])=[O:9])=[N:6][CH:7]=1.N1C=CC=CC=1.[F:18][C:19]1[CH:24]=[CH:23][C:22]([NH:25][CH2:26][CH:27]([CH3:29])[CH3:28])=[CH:21][CH:20]=1.C([O-])(O)=O.[Na+]. (2) Given the product [C:1]([O:5][C:6](=[O:35])[C:7]1[CH:12]=[CH:11][CH:10]=[C:9]([CH2:13][CH:14]([NH:15][C:52](=[O:53])[CH:51]=[C:48]2[CH2:49][CH2:50][CH:45]([CH2:44][NH:43][C:41]([O:40][C:36]([CH3:38])([CH3:37])[CH3:39])=[O:42])[CH2:46][CH2:47]2)[B:20]2[O:28][CH:27]3[C:22]([CH3:32])([CH:23]4[CH2:29][CH:25]([CH2:26]3)[C:24]4([CH3:31])[CH3:30])[O:21]2)[C:8]=1[O:33][CH3:34])([CH3:4])([CH3:3])[CH3:2], predict the reactants needed to synthesize it. The reactants are: [C:1]([O:5][C:6](=[O:35])[C:7]1[CH:12]=[CH:11][CH:10]=[C:9]([CH2:13][CH:14]([B:20]2[O:28][CH:27]3[C:22]([CH3:32])([CH:23]4[CH2:29][CH:25]([CH2:26]3)[C:24]4([CH3:31])[CH3:30])[O:21]2)[NH:15][Si](C)(C)C)[C:8]=1[O:33][CH3:34])([CH3:4])([CH3:3])[CH3:2].[C:36]([O:40][C:41]([NH:43][CH2:44][CH:45]1[CH2:50][CH2:49][C:48](=[CH:51][C:52](O)=[O:53])[CH2:47][CH2:46]1)=[O:42])([CH3:39])([CH3:38])[CH3:37]. (3) Given the product [C:1]([O:5][C:6]([N:8]1[CH2:17][C:16]([CH3:19])([CH3:18])[C:15]2[C:10](=[CH:11][C:12]([NH:20][C:21]([C:23]3[C:24]([NH:42][CH2:41][C:40]4[CH:39]=[CH:38][N:37]=[C:36]5[NH:32][CH:33]=[CH:34][C:35]=45)=[N:25][CH:26]=[CH:27][CH:28]=3)=[O:22])=[CH:13][CH:14]=2)[CH2:9]1)=[O:7])([CH3:4])([CH3:3])[CH3:2], predict the reactants needed to synthesize it. The reactants are: [C:1]([O:5][C:6]([N:8]1[CH2:17][C:16]([CH3:19])([CH3:18])[C:15]2[C:10](=[CH:11][C:12]([NH:20][C:21]([C:23]3[C:24](F)=[N:25][CH:26]=[CH:27][CH:28]=3)=[O:22])=[CH:13][CH:14]=2)[CH2:9]1)=[O:7])([CH3:4])([CH3:3])[CH3:2].Cl.Cl.[NH:32]1[C:36]2=[N:37][CH:38]=[CH:39][C:40]([CH2:41][NH2:42])=[C:35]2[CH:34]=[CH:33]1.CCN(C(C)C)C(C)C. (4) Given the product [F:26][C:23]1[CH:24]=[CH:25][C:13]2[N:12]=[C:11]([C@@H:8]([NH2:7])[CH2:9][CH3:10])[N:15]([C:16]3[CH:21]=[CH:20][CH:19]=[CH:18][N:17]=3)[C:14]=2[CH:22]=1, predict the reactants needed to synthesize it. The reactants are: C(OC(=O)[NH:7][C@H:8]([C:11]1[N:15]([C:16]2[CH:21]=[CH:20][CH:19]=[CH:18][N:17]=2)[C:14]2[CH:22]=[C:23]([F:26])[CH:24]=[CH:25][C:13]=2[N:12]=1)[CH2:9][CH3:10])(C)(C)C.C(O)(C(F)(F)F)=O.